This data is from Catalyst prediction with 721,799 reactions and 888 catalyst types from USPTO. The task is: Predict which catalyst facilitates the given reaction. Reactant: [CH3:1][C:2]1[CH:7]=[CH:6][CH:5]=[C:4]([SH:8])[CH:3]=1.[OH-].[K+].Br[C:12]([CH3:21])([CH3:20])[C:13]([O:15][C:16]([CH3:19])([CH3:18])[CH3:17])=[O:14]. Product: [CH3:20][C:12]([S:8][C:4]1[CH:5]=[CH:6][CH:7]=[C:2]([CH3:1])[CH:3]=1)([CH3:21])[C:13]([O:15][C:16]([CH3:19])([CH3:18])[CH3:17])=[O:14]. The catalyst class is: 8.